From a dataset of Peptide-MHC class II binding affinity with 134,281 pairs from IEDB. Regression. Given a peptide amino acid sequence and an MHC pseudo amino acid sequence, predict their binding affinity value. This is MHC class II binding data. (1) The peptide sequence is QMATTLPVQRHPRSL. The MHC is HLA-DQA10102-DQB10502 with pseudo-sequence HLA-DQA10102-DQB10502. The binding affinity (normalized) is 0.284. (2) The peptide sequence is AMAPTMAAPGAAVAS. The MHC is HLA-DQA10101-DQB10501 with pseudo-sequence HLA-DQA10101-DQB10501. The binding affinity (normalized) is 0.160. (3) The peptide sequence is GYKVLVLNPSVAAT. The MHC is DRB1_0301 with pseudo-sequence DRB1_0301. The binding affinity (normalized) is 0.525. (4) The peptide sequence is VAWQVKLLPVPPTVT. The MHC is HLA-DPA10201-DPB10101 with pseudo-sequence HLA-DPA10201-DPB10101. The binding affinity (normalized) is 0.706. (5) The peptide sequence is DQEVPEKPDSVTPMIL. The MHC is DRB1_1501 with pseudo-sequence DRB1_1501. The binding affinity (normalized) is 0. (6) The peptide sequence is DTRLMRLEDEMKEGR. The MHC is DRB1_1302 with pseudo-sequence DRB1_1302. The binding affinity (normalized) is 0. (7) The peptide sequence is ASKNFHLQKNTIGTG. The MHC is HLA-DQA10401-DQB10402 with pseudo-sequence HLA-DQA10401-DQB10402. The binding affinity (normalized) is 0.0945.